Predict which catalyst facilitates the given reaction. From a dataset of Catalyst prediction with 721,799 reactions and 888 catalyst types from USPTO. (1) Reactant: C(NC(C1C(C(F)(F)F)=NC(Cl)=NC=1)=O)C1C=CC=CC=1.CCN(C(C)C)C(C)C.[CH2:31]([N:38](C(OC(C)(C)C)=O)[NH:39][C:40]1[N:45]=[C:44]([C:46]([F:49])([F:48])[F:47])[C:43]([C:50](=[O:59])[NH:51][CH2:52][C:53]2[CH:58]=[CH:57][CH:56]=[CH:55][CH:54]=2)=[CH:42][N:41]=1)[C:32]1[CH:37]=[CH:36][CH:35]=[CH:34][CH:33]=1. Product: [CH2:52]([NH:51][C:50]([C:43]1[C:44]([C:46]([F:48])([F:49])[F:47])=[N:45][C:40]([NH:39][NH:38][CH2:31][C:32]2[CH:33]=[CH:34][CH:35]=[CH:36][CH:37]=2)=[N:41][CH:42]=1)=[O:59])[C:53]1[CH:58]=[CH:57][CH:56]=[CH:55][CH:54]=1. The catalyst class is: 3. (2) The catalyst class is: 2. Product: [Cl:1][C:2]1[CH:7]=[CH:6][N:5]=[C:4]([CH:8]=[N:16][S@@:14]([C:11]([CH3:13])([CH3:12])[CH3:10])=[O:15])[CH:3]=1. Reactant: [Cl:1][C:2]1[CH:7]=[CH:6][N:5]=[C:4]([CH:8]=O)[CH:3]=1.[CH3:10][C:11]([S@:14]([NH2:16])=[O:15])([CH3:13])[CH3:12].C([O-])([O-])=O.[Cs+].[Cs+]. (3) Reactant: [O:1]1[CH:6]([CH2:7][N:8]2[CH2:38][CH2:37][C:11]3([N:15]([C:16]4[CH:21]=[CH:20][CH:19]=[CH:18][CH:17]=4)[CH2:14][N:13]([CH2:22][C:23]4[CH:24]=[C:25]([CH:33]=[CH:34][CH:35]=4)[C:26]([O:28]C(C)(C)C)=[O:27])[C:12]3=[O:36])[CH2:10][CH2:9]2)[CH2:5][O:4][C:3]2[CH:39]=[CH:40][CH:41]=[CH:42][C:2]1=2.Cl. Product: [O:1]1[CH:6]([CH2:7][N:8]2[CH2:9][CH2:10][C:11]3([N:15]([C:16]4[CH:17]=[CH:18][CH:19]=[CH:20][CH:21]=4)[CH2:14][N:13]([CH2:22][C:23]4[CH:24]=[C:25]([CH:33]=[CH:34][CH:35]=4)[C:26]([OH:28])=[O:27])[C:12]3=[O:36])[CH2:37][CH2:38]2)[CH2:5][O:4][C:3]2[CH:39]=[CH:40][CH:41]=[CH:42][C:2]1=2. The catalyst class is: 12. (4) Reactant: [Br:1][C:2]1[C:7]([C:8]([NH2:10])=O)=[CH:6][C:5]([NH:11][C:12]([NH:14][CH2:15][CH3:16])=[O:13])=[N:4][CH:3]=1.COC1C=CC(P2(SP(C3C=CC(OC)=CC=3)(=S)S2)=[S:26])=CC=1. Product: [Br:1][C:2]1[C:7]([C:8](=[S:26])[NH2:10])=[CH:6][C:5]([NH:11][C:12]([NH:14][CH2:15][CH3:16])=[O:13])=[N:4][CH:3]=1. The catalyst class is: 7.